Dataset: Forward reaction prediction with 1.9M reactions from USPTO patents (1976-2016). Task: Predict the product of the given reaction. The product is: [F:20][C:21]1[CH:22]=[C:23]([C:2]2[N:3]=[CH:4][C:5]3[C:6]([CH:19]=2)=[C:7]2[C:15](=[CH:16][CH:17]=3)[C:14]3[C:13](=[O:18])[NH:12][CH2:11][CH2:10][C:9]=3[NH:8]2)[CH:24]=[CH:25][C:26]=1[O:27][CH3:28]. Given the reactants Cl[C:2]1[N:3]=[CH:4][C:5]2[C:6]([CH:19]=1)=[C:7]1[C:15](=[CH:16][CH:17]=2)[C:14]2[C:13](=[O:18])[NH:12][CH2:11][CH2:10][C:9]=2[NH:8]1.[F:20][C:21]1[CH:22]=[C:23](B(O)O)[CH:24]=[CH:25][C:26]=1[O:27][CH3:28], predict the reaction product.